This data is from Merck oncology drug combination screen with 23,052 pairs across 39 cell lines. The task is: Regression. Given two drug SMILES strings and cell line genomic features, predict the synergy score measuring deviation from expected non-interaction effect. (1) Drug 1: CC1CC2C3CCC4=CC(=O)C=CC4(C)C3(F)C(O)CC2(C)C1(O)C(=O)CO. Synergy scores: synergy=7.64. Cell line: NCIH23. Drug 2: CCN(CC)CCNC(=O)c1c(C)[nH]c(C=C2C(=O)Nc3ccc(F)cc32)c1C. (2) Drug 1: CC1CC2C3CCC4=CC(=O)C=CC4(C)C3(F)C(O)CC2(C)C1(O)C(=O)CO. Drug 2: NC(=O)c1cccc2cn(-c3ccc(C4CCCNC4)cc3)nc12. Cell line: VCAP. Synergy scores: synergy=-4.47.